From a dataset of Ames mutagenicity test results for genotoxicity prediction. Regression/Classification. Given a drug SMILES string, predict its toxicity properties. Task type varies by dataset: regression for continuous values (e.g., LD50, hERG inhibition percentage) or binary classification for toxic/non-toxic outcomes (e.g., AMES mutagenicity, cardiotoxicity, hepatotoxicity). Dataset: ames. (1) The compound is NC(CO)C(=O)NNCc1ccc(O)c(O)c1O. The result is 1 (mutagenic). (2) The compound is CC(C)COS(=O)(=O)c1ccccc1. The result is 1 (mutagenic). (3) The drug is Cc1ccc(N=Nc2c(O)c(C(=O)O)cc3ccccc23)cc1S(=O)(=O)O. The result is 0 (non-mutagenic).